The task is: Predict which catalyst facilitates the given reaction.. This data is from Catalyst prediction with 721,799 reactions and 888 catalyst types from USPTO. (1) Reactant: [OH:1][C@@H:2]([C:23]1[CH:28]=[CH:27][CH:26]=[CH:25][CH:24]=1)[CH2:3][CH2:4][N:5]1[CH2:10][CH2:9][CH:8]([C:11]2[CH:12]=[C:13]([NH:17][C:18](=[O:22])[CH:19]([CH3:21])[CH3:20])[CH:14]=[CH:15][CH:16]=2)[CH2:7][CH2:6]1.[F:29][C:30]1[CH:35]=[CH:34][C:33](O)=[CH:32][CH:31]=1.C1(P(C2C=CC=CC=2)C2C=CC=CC=2)C=CC=CC=1.N(C(OCC)=O)=NC(OCC)=O.N. Product: [F:29][C:30]1[CH:35]=[CH:34][C:33]([O:1][C@H:2]([C:23]2[CH:24]=[CH:25][CH:26]=[CH:27][CH:28]=2)[CH2:3][CH2:4][N:5]2[CH2:10][CH2:9][CH:8]([C:11]3[CH:12]=[C:13]([NH:17][C:18](=[O:22])[CH:19]([CH3:21])[CH3:20])[CH:14]=[CH:15][CH:16]=3)[CH2:7][CH2:6]2)=[CH:32][CH:31]=1. The catalyst class is: 396. (2) Reactant: C([O:3][C:4](=[O:25])[CH2:5][CH:6]1[O:10][B:9]([OH:11])[C:8]2[CH:12]=[C:13]([O:17][C:18]3[CH:23]=[C:22]([NH2:24])[CH:21]=[CH:20][N:19]=3)[CH:14]=[C:15]([CH3:16])[C:7]1=2)C.CO.O.[OH-].[Li+].Cl. Product: [NH2:24][C:22]1[CH:21]=[CH:20][N:19]=[C:18]([O:17][C:13]2[CH:14]=[C:15]([CH3:16])[C:7]3[CH:6]([CH2:5][C:4]([OH:25])=[O:3])[O:10][B:9]([OH:11])[C:8]=3[CH:12]=2)[CH:23]=1. The catalyst class is: 20.